Dataset: Catalyst prediction with 721,799 reactions and 888 catalyst types from USPTO. Task: Predict which catalyst facilitates the given reaction. Reactant: [C:1]([O:5][C:6]([N:8]1[CH2:12][CH2:11][C@H:10]([S:13][C:14](=O)[CH3:15])[CH2:9]1)=[O:7])([CH3:4])([CH3:3])[CH3:2].C(=O)([O-])[O-].[K+].[K+].FC1C=[C:26]2[C:31](=[CH:32][C:33]=1[Cl:34])[CH:30]=[N:29][CH:28]=[CH:27]2.C1CCN2C(=NCCC2)CC1. Product: [C:1]([O:5][C:6]([N:8]1[CH2:12][CH2:11][C@H:10]([S:13][C:14]2[CH:15]=[C:26]3[C:31](=[CH:32][C:33]=2[Cl:34])[CH:30]=[N:29][CH:28]=[CH:27]3)[CH2:9]1)=[O:7])([CH3:4])([CH3:3])[CH3:2]. The catalyst class is: 5.